Dataset: HIV replication inhibition screening data with 41,000+ compounds from the AIDS Antiviral Screen. Task: Binary Classification. Given a drug SMILES string, predict its activity (active/inactive) in a high-throughput screening assay against a specified biological target. (1) The compound is CN1CCN(CC(=O)N2CCCn3c2nc2ccccc2c3=O)CC1. The result is 0 (inactive). (2) The molecule is Cc1cc(NS(=O)(=O)c2ccc(NC(=O)c3cccc4c(Nc5ccc(S(=O)(=O)NC(=N)N)cc5)c5ccccc5nc34)cc2)no1. The result is 1 (active).